Dataset: Catalyst prediction with 721,799 reactions and 888 catalyst types from USPTO. Task: Predict which catalyst facilitates the given reaction. (1) Reactant: [F:1][C:2]1[CH:7]=[C:6]([F:8])[CH:5]=[CH:4][C:3]=1[CH2:9][NH:10][C:11]([C:13]1[C:14](=[O:40])[C:15]([O:32]CC2C=CC=CC=2)=[C:16]2[C:29](=[O:30])[N:20]3[CH:21]4[CH2:28][CH2:27][CH2:26][CH2:25][CH:22]4[CH2:23][O:24][CH:19]3[CH2:18][N:17]2[CH:31]=1)=[O:12].Cl.OC[C@H]1CCCC[C@H]1N.CO.C(=O)([O-])[O-]. Product: [F:1][C:2]1[CH:7]=[C:6]([F:8])[CH:5]=[CH:4][C:3]=1[CH2:9][NH:10][C:11]([C:13]1[C:14](=[O:40])[C:15]([OH:32])=[C:16]2[C:29](=[O:30])[N:20]3[CH:21]4[CH2:28][CH2:27][CH2:26][CH2:25][CH:22]4[CH2:23][O:24][CH:19]3[CH2:18][N:17]2[CH:31]=1)=[O:12]. The catalyst class is: 411. (2) Reactant: [Cl:1][C:2]1[N:3]=[C:4](Cl)[C:5]2[CH2:10][CH2:9][CH2:8][C:6]=2[N:7]=1.[NH2:12][C:13]1[CH:18]=[CH:17][C:16]([CH2:19][C:20]([O:22][C:23]([CH3:26])([CH3:25])[CH3:24])=[O:21])=[CH:15][CH:14]=1.C(N(C(C)C)CC)(C)C. Product: [Cl:1][C:2]1[N:3]=[C:4]([NH:12][C:13]2[CH:14]=[CH:15][C:16]([CH2:19][C:20]([O:22][C:23]([CH3:26])([CH3:25])[CH3:24])=[O:21])=[CH:17][CH:18]=2)[C:5]2[CH2:10][CH2:9][CH2:8][C:6]=2[N:7]=1. The catalyst class is: 514. (3) The catalyst class is: 51. Product: [NH2:1][CH2:2][C:3]([NH:5][CH2:6][C:7]1([C:13]2[CH:18]=[CH:17][CH:16]=[C:15]([C:19]3[CH:20]=[N:21][N:22]([CH3:24])[CH:23]=3)[CH:14]=2)[CH2:8][CH2:9][N:10]([C:26]2[N:34]=[CH:33][N:32]=[C:31]3[C:27]=2[N:28]=[CH:29][NH:30]3)[CH2:11][CH2:12]1)=[O:4]. Reactant: [NH2:1][CH2:2][C:3]([NH:5][CH2:6][C:7]1([C:13]2[CH:18]=[CH:17][CH:16]=[C:15]([C:19]3[CH:20]=[N:21][N:22]([CH3:24])[CH:23]=3)[CH:14]=2)[CH2:12][CH2:11][NH:10][CH2:9][CH2:8]1)=[O:4].Cl[C:26]1[N:34]=[CH:33][N:32]=[C:31]2[C:27]=1[NH:28][CH:29]=[N:30]2.C(N(CC)CC)C. (4) Reactant: [CH2:1]([C:3]1[C:4]([C:15]2[S:25][C:18]3[N:19]([CH3:24])[C:20]([CH2:22][OH:23])=[CH:21][C:17]=3[CH:16]=2)=[N:5][C:6]([O:13][CH3:14])=[C:7]([CH:12]=1)[C:8]([O:10][CH3:11])=[O:9])[CH3:2]. Product: [CH2:1]([C:3]1[C:4]([C:15]2[S:25][C:18]3[N:19]([CH3:24])[C:20]([CH:22]=[O:23])=[CH:21][C:17]=3[CH:16]=2)=[N:5][C:6]([O:13][CH3:14])=[C:7]([CH:12]=1)[C:8]([O:10][CH3:11])=[O:9])[CH3:2]. The catalyst class is: 177. (5) Reactant: Cl[C:2]1[N:7]=[N:6][C:5]([N:8]2[CH:12]=[C:11]([C:13]3[C:21]4[C:16](=[CH:17][C:18]([F:22])=[CH:19][CH:20]=4)[N:15]([S:23]([C:26]4[CH:31]=[CH:30][CH:29]=[CH:28][CH:27]=4)(=[O:25])=[O:24])[CH:14]=3)[CH:10]=[N:9]2)=[CH:4][CH:3]=1.[CH3:32][O:33][C:34]1[CH:41]=[C:40]([O:42][CH3:43])[CH:39]=[CH:38][C:35]=1[CH2:36][NH2:37]. Product: [CH3:32][O:33][C:34]1[CH:41]=[C:40]([O:42][CH3:43])[CH:39]=[CH:38][C:35]=1[CH2:36][NH:37][C:2]1[N:7]=[N:6][C:5]([N:8]2[CH:12]=[C:11]([C:13]3[C:21]4[C:16](=[CH:17][C:18]([F:22])=[CH:19][CH:20]=4)[N:15]([S:23]([C:26]4[CH:31]=[CH:30][CH:29]=[CH:28][CH:27]=4)(=[O:25])=[O:24])[CH:14]=3)[CH:10]=[N:9]2)=[CH:4][CH:3]=1. The catalyst class is: 296. (6) The catalyst class is: 21. Reactant: [I:1][C:2]1[CH:7]=[CH:6][C:5]([OH:8])=[CH:4][CH:3]=1.[N:9]1[CH:14]=[CH:13][C:12]([CH2:15]Cl)=[CH:11][CH:10]=1. Product: [I:1][C:2]1[CH:7]=[CH:6][C:5]([O:8][CH2:15][C:12]2[CH:13]=[CH:14][N:9]=[CH:10][CH:11]=2)=[CH:4][CH:3]=1. (7) Reactant: [CH3:1][C:2]1[O:3][C:4]2[C:9]([C:10](=[O:12])[CH:11]=1)=[CH:8][CH:7]=[CH:6][C:5]=2[CH:13]=[C:14]([C:18](=[O:20])[CH3:19])[C:15](=O)[CH3:16].[CH2:21]([O:23][C:24]1[N:29]=[C:28]([NH2:30])[N:27]=[C:26]([NH2:31])[CH:25]=1)[CH3:22]. Product: [C:18]([C:14]1[CH:13]([C:5]2[CH:6]=[CH:7][CH:8]=[C:9]3[C:4]=2[O:3][C:2]([CH3:1])=[CH:11][C:10]3=[O:12])[C:25]2[C:24]([O:23][CH2:21][CH3:22])=[N:29][C:28]([NH2:30])=[N:27][C:26]=2[NH:31][C:15]=1[CH3:16])(=[O:20])[CH3:19]. The catalyst class is: 32. (8) Reactant: [C:1]([Cl:6])(=O)[C:2](Cl)=O.OC1C2[C:12](=[CH:13][CH:14]=[C:15]([CH3:18])[CH:16]=2)[N:11]([C:19]2[CH:24]=[CH:23][CH:22]=[CH:21][CH:20]=2)[C:10](=[O:25])[C:9]=1[C:26]([O:28][CH2:29][CH3:30])=[O:27]. Product: [CH2:29]([O:28][C:26]([C:9]1[C:10](=[O:25])[N:11]([C:19]2[CH:20]=[CH:21][CH:22]=[CH:23][CH:24]=2)[C:12]2[C:2]([C:1]=1[Cl:6])=[CH:16][C:15]([CH3:18])=[CH:14][CH:13]=2)=[O:27])[CH3:30]. The catalyst class is: 3.